From a dataset of Catalyst prediction with 721,799 reactions and 888 catalyst types from USPTO. Predict which catalyst facilitates the given reaction. (1) Reactant: [CH:1]1([CH2:7][C:8](=[O:24])[C:9]([NH:11][C:12]2[CH:13]=[CH:14][C:15]3[C:20](=[O:21])[O:19][N:18]=[C:17]([CH3:22])[C:16]=3[CH:23]=2)=[O:10])[CH2:6][CH2:5][CH2:4][CH2:3][CH2:2]1.[CH2:25]([Mg]Cl)[C:26]1[CH:31]=[CH:30][CH:29]=[CH:28][CH:27]=1. Product: [CH:1]1([CH2:7][C:8]([OH:24])([CH2:25][C:26]2[CH:31]=[CH:30][CH:29]=[CH:28][CH:27]=2)[C:9]([NH:11][C:12]2[CH:13]=[CH:14][C:15]3[C:20](=[O:21])[O:19][N:18]=[C:17]([CH3:22])[C:16]=3[CH:23]=2)=[O:10])[CH2:6][CH2:5][CH2:4][CH2:3][CH2:2]1. The catalyst class is: 7. (2) Reactant: [OH:1][CH:2]1[CH2:7][N:6]([C:8]2[C:13]([Cl:14])=[CH:12][C:11]([Cl:15])=[CH:10][C:9]=2[Cl:16])[S:5](=[O:18])(=[O:17])[N:4]([CH2:19][C:20]([O:22][CH2:23][CH3:24])=[O:21])[CH2:3]1.CC(OI1(OC(C)=O)(OC(C)=O)OC(=O)C2C=CC=CC1=2)=O. Product: [O:18]=[S:5]1(=[O:17])[N:6]([C:8]2[C:9]([Cl:16])=[CH:10][C:11]([Cl:15])=[CH:12][C:13]=2[Cl:14])[CH2:7][C:2](=[O:1])[CH2:3][N:4]1[CH2:19][C:20]([O:22][CH2:23][CH3:24])=[O:21]. The catalyst class is: 4. (3) Product: [CH:19]1[C:13]2[C:12]3[C:20](=[O:21])[NH:7][C:8]4[CH:28]=[CH:27][CH:26]=[CH:25][C:9]=4[NH:10][C:11]=3[S:15][C:14]=2[CH:16]=[CH:17][CH:18]=1. The catalyst class is: 57. Reactant: CC(C)([O-])C.[K+].[NH2:7][C:8]1[CH:28]=[CH:27][CH:26]=[CH:25][C:9]=1[NH:10][C:11]1[S:15][C:14]2[CH:16]=[CH:17][CH:18]=[CH:19][C:13]=2[C:12]=1[C:20](OCC)=[O:21].Cl. (4) Reactant: [NH2:1][C:2]1[N:3]=[CH:4][C:5]2[C:11]([NH:12][CH2:13][C:14]3[CH:19]=[CH:18][C:17]([O:20][CH3:21])=[CH:16][CH:15]=3)=[CH:10][C:9](=[O:22])[N:8]([O:23]CC3C=CC=CC=3)[C:6]=2[N:7]=1.[H][H]. Product: [NH2:1][C:2]1[N:3]=[CH:4][C:5]2[C:11]([NH:12][CH2:13][C:14]3[CH:15]=[CH:16][C:17]([O:20][CH3:21])=[CH:18][CH:19]=3)=[CH:10][C:9](=[O:22])[N:8]([OH:23])[C:6]=2[N:7]=1. The catalyst class is: 352. (5) Reactant: [BH4-].[Na+].O.[CH2:4]([O:6][CH:7]([O:19][CH2:20][CH3:21])[CH2:8]/[N:9]=[CH:10]/[C:11]1[CH:16]=[CH:15][CH:14]=[C:13]([O:17][CH3:18])[CH:12]=1)[CH3:5]. Product: [CH2:20]([O:19][CH:7]([O:6][CH2:4][CH3:5])[CH2:8][NH:9][CH2:10][C:11]1[CH:16]=[CH:15][CH:14]=[C:13]([O:17][CH3:18])[CH:12]=1)[CH3:21]. The catalyst class is: 8. (6) Reactant: [O:1]=[C:2]1[C@@H:5]([NH:6][C:7]([O:9][C:10]([CH3:13])([CH3:12])[CH3:11])=[O:8])[C@@H:4]([CH2:14][O:15][Si](C)(C)C(C)(C)C)[N:3]1[O:23][CH2:24][C:25]1[CH:30]=[CH:29][CH:28]=[CH:27][CH:26]=1.F.N1C=CC=CC=1.P(=O)(O)(O)O. The catalyst class is: 859. Product: [OH:15][CH2:14][C@H:4]1[N:3]([O:23][CH2:24][C:25]2[CH:30]=[CH:29][CH:28]=[CH:27][CH:26]=2)[C:2](=[O:1])[C@H:5]1[NH:6][C:7]([O:9][C:10]([CH3:13])([CH3:12])[CH3:11])=[O:8]. (7) Reactant: Cl.[Cl:2][C:3]1[N:4]=[C:5]([C:10]([NH:12][C@H:13]2[CH2:18][CH2:17][NH:16][CH2:15][C@H:14]2[O:19][CH2:20][CH3:21])=[O:11])[NH:6][C:7]=1[CH2:8][CH3:9].Cl[C:23]1[CH:28]=[CH:27][N:26]=[C:25]([OH:29])[CH:24]=1.C(=O)([O-])[O-].[Na+].[Na+]. Product: [Cl:2][C:3]1[N:4]=[C:5]([C:10]([NH:12][C@H:13]2[CH2:18][CH2:17][N:16]([C:23]3[CH:28]=[CH:27][NH:26][C:25](=[O:29])[CH:24]=3)[CH2:15][C@H:14]2[O:19][CH2:20][CH3:21])=[O:11])[NH:6][C:7]=1[CH2:8][CH3:9]. The catalyst class is: 16.